Task: Predict which catalyst facilitates the given reaction.. Dataset: Catalyst prediction with 721,799 reactions and 888 catalyst types from USPTO (1) Reactant: [CH3:1][C:2]([S@:5]([NH2:7])=[O:6])([CH3:4])[CH3:3].C([O-])([O-])=O.[Cs+].[Cs+].[CH3:14][O:15][C:16]1[N:21]=[C:20]([CH:22]=O)[CH:19]=[CH:18][CH:17]=1. Product: [CH3:14][O:15][C:16]1[N:21]=[C:20]([CH:22]=[N:7][S@@:5]([C:2]([CH3:4])([CH3:3])[CH3:1])=[O:6])[CH:19]=[CH:18][CH:17]=1. The catalyst class is: 2. (2) Reactant: [Cl:1][C:2]1[CH:7]=[CH:6][C:5]([C:8]2([C:13]([OH:15])=O)[CH2:12][CH2:11][CH2:10][CH2:9]2)=[CH:4][CH:3]=1.S(Cl)([Cl:18])=O. Product: [Cl:1][C:2]1[CH:7]=[CH:6][C:5]([C:8]2([C:13]([Cl:18])=[O:15])[CH2:12][CH2:11][CH2:10][CH2:9]2)=[CH:4][CH:3]=1. The catalyst class is: 27. (3) Reactant: C(OCC)(=O)C.[CH:7]1([NH:10][C:11](=[O:26])[C@@H:12]([OH:25])[C@@H:13]([NH:17]C(OC(C)(C)C)=O)[CH2:14][CH2:15][CH3:16])[CH2:9][CH2:8]1.[ClH:27].C(O)(C)C. Product: [ClH:27].[CH:7]1([NH:10][C:11](=[O:26])[C@@H:12]([OH:25])[C@@H:13]([NH2:17])[CH2:14][CH2:15][CH3:16])[CH2:9][CH2:8]1. The catalyst class is: 32. (4) Reactant: [N:1]([CH2:4][C:5]1[CH:10]=[CH:9][CH:8]=[CH:7][C:6]=1[S:11][C:12]1[CH:13]=[CH:14][C:15]2[N:16]([C:18]([CH:21]([CH3:23])[CH3:22])=[N:19][N:20]=2)[CH:17]=1)=[N+]=[N-].C1(P(C2C=CC=CC=2)C2C=CC=CC=2)C=CC=CC=1. Product: [CH:21]([C:18]1[N:16]2[CH:17]=[C:12]([S:11][C:6]3[CH:7]=[CH:8][CH:9]=[CH:10][C:5]=3[CH2:4][NH2:1])[CH:13]=[CH:14][C:15]2=[N:20][N:19]=1)([CH3:23])[CH3:22]. The catalyst class is: 20. (5) Reactant: Br[C:2]1[CH:3]=[C:4]([NH:10][C:11]2[CH:16]=[CH:15][C:14]([C:17]([N:19]3[CH2:24][CH2:23][O:22][CH2:21][C@@H:20]3[CH3:25])=[O:18])=[CH:13][N:12]=2)[C:5](=[O:9])[N:6]([CH3:8])[CH:7]=1.[C:26]([O:29][CH2:30][C:31]1[C:32]([N:40]2[CH2:51][CH2:50][N:49]3[C:42](=[CH:43][C:44]4[CH2:45][C:46]([CH3:53])([CH3:52])[CH2:47][C:48]=43)[C:41]2=[O:54])=[N:33][CH:34]=[CH:35][C:36]=1B(O)O)(=[O:28])[CH3:27].[O-]P([O-])([O-])=O.[K+].[K+].[K+].C([O-])(=O)C.[Na+]. Product: [C:26]([O:29][CH2:30][C:31]1[C:32]([N:40]2[CH2:51][CH2:50][N:49]3[C:42](=[CH:43][C:44]4[CH2:45][C:46]([CH3:53])([CH3:52])[CH2:47][C:48]=43)[C:41]2=[O:54])=[N:33][CH:34]=[CH:35][C:36]=1[C:2]1[CH:3]=[C:4]([NH:10][C:11]2[CH:16]=[CH:15][C:14]([C:17]([N:19]3[CH2:24][CH2:23][O:22][CH2:21][C@@H:20]3[CH3:25])=[O:18])=[CH:13][N:12]=2)[C:5](=[O:9])[N:6]([CH3:8])[CH:7]=1)(=[O:28])[CH3:27]. The catalyst class is: 379. (6) Reactant: [NH2:1][C:2]1[N:3]([C:8]2[C:17]3[C:12](=[CH:13][CH:14]=[C:15]([O:18][CH3:19])[CH:16]=3)[C:11]([CH3:20])=[CH:10][CH:9]=2)[C:4]([SH:7])=[N:5][N:6]=1.[Cl:21][C:22]1[CH:23]=[C:24]([CH:28]=[CH:29][C:30]=1[NH:31][C:32](=[O:35])[CH2:33]Cl)[C:25]([OH:27])=[O:26].O. Product: [NH2:1][C:2]1[N:3]([C:8]2[C:17]3[C:12](=[CH:13][CH:14]=[C:15]([O:18][CH3:19])[CH:16]=3)[C:11]([CH3:20])=[CH:10][CH:9]=2)[C:4]([S:7][CH2:33][C:32]([NH:31][C:30]2[CH:29]=[CH:28][C:24]([C:25]([OH:27])=[O:26])=[CH:23][C:22]=2[Cl:21])=[O:35])=[N:5][N:6]=1. The catalyst class is: 3. (7) Reactant: C(CCN1C=CN=C1C)#N.BrCCCCCCC#N.[Br-].C(CC[N:25]1[CH:29]=[CH:28][N+:27]([CH2:30][CH2:31][CH2:32][CH2:33][CH2:34][CH2:35][C:36]#[N:37])=[C:26]1[CH3:38])#N. Product: [CH3:38][C:26]1[N:27]([CH2:30][CH2:31][CH2:32][CH2:33][CH2:34][CH2:35][C:36]#[N:37])[CH:28]=[CH:29][N:25]=1. The catalyst class is: 10.